The task is: Predict the reactants needed to synthesize the given product.. This data is from Full USPTO retrosynthesis dataset with 1.9M reactions from patents (1976-2016). (1) Given the product [CH2:1]=[C:2]([CH:3]=[N:38][C:12]([O:11][Si:18]([CH3:25])([CH3:24])[CH3:17])=[CH2:13])[CH2:5][CH2:6][CH3:7], predict the reactants needed to synthesize it. The reactants are: [CH2:1]=[C:2]([CH2:5][CH2:6][CH3:7])[CH:3]=O.ClC1C=[C:11](C=CC=1)[CH:12]=[O:13].[CH3:17][Si:18]([CH3:25])([CH3:24])N[Si:18]([CH3:25])([CH3:24])[CH3:17].C([Li])CCC.C[Si](Cl)(C)C.C([N:38](CC)CC)C.C(Cl)(=O)C. (2) Given the product [Cl:1][C:2]1[CH:3]=[C:4]([CH2:23][Cl:38])[CH:5]=[CH:6][C:7]=1[O:8][CH:9]1[CH2:14][CH2:13][N:12]([C:15]2[N:20]=[CH:19][C:18]([CH2:21][CH3:22])=[CH:17][N:16]=2)[CH2:11][CH2:10]1, predict the reactants needed to synthesize it. The reactants are: [Cl:1][C:2]1[CH:3]=[C:4]([CH2:23]O)[CH:5]=[CH:6][C:7]=1[O:8][CH:9]1[CH2:14][CH2:13][N:12]([C:15]2[N:20]=[CH:19][C:18]([CH2:21][CH3:22])=[CH:17][N:16]=2)[CH2:11][CH2:10]1.C(N(C(C)C)CC)(C)C.CS([Cl:38])(=O)=O. (3) Given the product [Cl:1][C:2]1[CH:7]=[CH:6][C:5]([C:8](=[O:24])[CH:9]([OH:23])[CH2:10][N:11]2[CH2:12][CH2:13][N:14]([C:17]3[CH:22]=[CH:21][CH:20]=[CH:19][N:18]=3)[CH2:15][CH2:16]2)=[CH:4][CH:3]=1, predict the reactants needed to synthesize it. The reactants are: [Cl:1][C:2]1[CH:7]=[CH:6][C:5]([C:8](OC)([O:24]C)[CH:9]([OH:23])[CH2:10][N:11]2[CH2:16][CH2:15][N:14]([C:17]3[CH:22]=[CH:21][CH:20]=[CH:19][N:18]=3)[CH2:13][CH2:12]2)=[CH:4][CH:3]=1.OS(O)(=O)=O.C([O-])(O)=O.[Na+]. (4) Given the product [CH2:12]([NH:14][C:2]1[CH:7]=[CH:6][C:5]([C:8]([F:11])([F:10])[F:9])=[CH:4][N:3]=1)[CH3:13], predict the reactants needed to synthesize it. The reactants are: Br[C:2]1[CH:7]=[CH:6][C:5]([C:8]([F:11])([F:10])[F:9])=[CH:4][N:3]=1.[CH2:12]([NH2:14])[CH3:13]. (5) Given the product [CH3:1][O:2][C:3](=[O:15])[C:4]1[CH:9]=[CH:8][C:7]([NH2:10])=[C:6]([O:13][CH3:14])[CH:5]=1, predict the reactants needed to synthesize it. The reactants are: [CH3:1][O:2][C:3](=[O:15])[C:4]1[CH:9]=[CH:8][C:7]([N+:10]([O-])=O)=[C:6]([O:13][CH3:14])[CH:5]=1.[H][H]. (6) The reactants are: C(OP(O)(O)=O)[C@H:2]1[O:7][C@H:6]([OH:8])[C@@H:5]([OH:9])[C@@H:4]([OH:10])[C@@H:3]1[OH:11].[OH:17][CH2:18][C:19]([C@H:21]([C@H:23]([CH2:25][OH:26])[OH:24])[OH:22])=[O:20]. Given the product [O:7]=[CH:2][C@H:3]([C@H:4]([C@H:5]([CH2:6][OH:8])[OH:9])[OH:10])[OH:11].[OH:17][CH2:18][C:19]([C@H:21]([C@H:23]([CH2:25][OH:26])[OH:24])[OH:22])=[O:20], predict the reactants needed to synthesize it. (7) Given the product [F:68][C:65]1[CH:64]=[C:63]([F:69])[CH:62]=[CH:67][C:66]=1[NH:3][CH2:4][CH2:5][CH2:6][CH2:7][NH2:8], predict the reactants needed to synthesize it. The reactants are: Cl.Cl.[NH2:3][CH2:4][CH2:5][CH2:6][CH2:7][NH2:8].CC(C)([O-])C.[Na+].C1C=CC(P(C2C(C3C(P(C4C=CC=CC=4)C4C=CC=CC=4)=CC=C4C=3C=CC=C4)=C3C(C=CC=C3)=CC=2)C2C=CC=CC=2)=CC=1.Br[C:62]1[CH:67]=[CH:66][C:65]([F:68])=[CH:64][C:63]=1[F:69]. (8) Given the product [CH2:1]([OH:6])[CH2:2][CH2:3][CH2:4][OH:5].[C:7]([OH:18])(=[O:17])[C:8]1[CH:16]=[CH:15][C:11]([C:12]([OH:14])=[O:13])=[CH:10][CH:9]=1, predict the reactants needed to synthesize it. The reactants are: [CH2:1]([OH:6])[CH2:2][CH2:3][CH2:4][OH:5].[C:7]([OH:18])(=[O:17])[C:8]1[CH:16]=[CH:15][C:11]([C:12]([OH:14])=[O:13])=[CH:10][CH:9]=1.C([Sn](=O)O)CCC.